Dataset: Full USPTO retrosynthesis dataset with 1.9M reactions from patents (1976-2016). Task: Predict the reactants needed to synthesize the given product. Given the product [CH2:1]([C:3]1[CH:4]=[CH:5][C:6]([C:9]2[S:13][C:12]([CH3:14])=[N:11][C:10]=2[C:15]([N:18]2[CH2:23][CH2:22][CH2:21][C@@H:20]([NH:24][C:25]([C:27]3[N:34]4[C:30]([S:31][CH:32]=[CH:33]4)=[N:29][C:28]=3[CH3:35])=[O:26])[CH2:19]2)=[O:17])=[CH:7][CH:8]=1)[CH3:2], predict the reactants needed to synthesize it. The reactants are: [CH2:1]([C:3]1[CH:8]=[CH:7][C:6]([C:9]2[S:13][C:12]([CH3:14])=[N:11][C:10]=2[C:15]([OH:17])=O)=[CH:5][CH:4]=1)[CH3:2].[NH:18]1[CH2:23][CH2:22][CH2:21][C@@H:20]([NH:24][C:25]([C:27]2[N:34]3[C:30]([S:31][CH:32]=[CH:33]3)=[N:29][C:28]=2[CH3:35])=[O:26])[CH2:19]1.